Dataset: Full USPTO retrosynthesis dataset with 1.9M reactions from patents (1976-2016). Task: Predict the reactants needed to synthesize the given product. (1) Given the product [CH3:6][CH:5]([CH2:9][C:10]1[CH:15]=[CH:14][C:13]([O:16][C:17]([F:18])([F:19])[F:20])=[CH:12][CH:11]=1)[C:4]([OH:22])=[O:3], predict the reactants needed to synthesize it. The reactants are: CC1(C)O[C:6](=O)[C:5](C)([CH2:9][C:10]2[CH:15]=[CH:14][C:13]([O:16][C:17]([F:20])([F:19])[F:18])=[CH:12][CH:11]=2)[C:4](=[O:22])[O:3]1.Cl. (2) The reactants are: [F:1][C:2]([F:25])([F:24])[C:3]([NH:5][C:6]1[S:7][C:8]([CH:11]2[CH2:16][CH2:15][N:14]([C:17]([O:19][C:20]([CH3:23])([CH3:22])[CH3:21])=[O:18])[CH2:13][CH2:12]2)=[CH:9][N:10]=1)=[O:4].Cl[CH2:27][C:28]1[C:37]2[C:32](=[CH:33][CH:34]=[CH:35][CH:36]=2)[CH:31]=[CH:30][CH:29]=1. Given the product [C:28]1([CH2:27][N:10]2[CH:9]=[C:8]([CH:11]3[CH2:16][CH2:15][N:14]([C:17]([O:19][C:20]([CH3:21])([CH3:22])[CH3:23])=[O:18])[CH2:13][CH2:12]3)[S:7]/[C:6]/2=[N:5]\[C:3](=[O:4])[C:2]([F:24])([F:1])[F:25])[C:37]2[C:32](=[CH:33][CH:34]=[CH:35][CH:36]=2)[CH:31]=[CH:30][CH:29]=1, predict the reactants needed to synthesize it. (3) Given the product [CH2:1]([C:3]1[C:4]([NH:11][CH:12]2[C:20]3[C:15](=[CH:16][CH:17]=[C:18]([O:23][CH3:22])[CH:19]=3)[CH2:14][CH2:13]2)=[N:5][C:6]([CH2:9][CH3:10])=[CH:7][N:8]=1)[CH3:2], predict the reactants needed to synthesize it. The reactants are: [CH2:1]([C:3]1[C:4]([NH:11][C@@H:12]2[C:20]3[C:15](=[CH:16][CH:17]=[CH:18][CH:19]=3)[CH2:14][C@@H:13]2O)=[N:5][C:6]([CH2:9][CH3:10])=[CH:7][N:8]=1)[CH3:2].[CH3:22][O:23]C1C=C2C(CCC2N)=CC=1. (4) Given the product [CH3:12][C:13]1[CH:18]=[C:17]([CH3:19])[C:16]([N+:1]([O-:4])=[O:2])=[CH:15][C:14]=1[B:20]([OH:21])[OH:22], predict the reactants needed to synthesize it. The reactants are: [N+:1]([O-:4])(O)=[O:2].C(O)(C(F)(F)F)=O.[CH3:12][C:13]1[CH:18]=[C:17]([CH3:19])[CH:16]=[CH:15][C:14]=1[B:20]([OH:22])[OH:21]. (5) Given the product [CH2:1]([O:3][C:4](=[O:15])[CH2:5][O:6][C:7]1[CH:8]=[CH:9][C:10]([S:13][CH:17]([CH2:18][CH2:19][OH:20])[CH2:21][CH2:22][CH3:23])=[CH:11][CH:12]=1)[CH3:2], predict the reactants needed to synthesize it. The reactants are: [CH2:1]([O:3][C:4](=[O:15])[CH2:5][O:6][C:7]1[CH:12]=[CH:11][C:10]([SH:13])=[CH:9][C:8]=1C)[CH3:2].Br[CH:17]([CH2:21][CH2:22][CH3:23])[CH2:18][CH2:19][OH:20].C([O-])([O-])=O.[Cs+].[Cs+]. (6) Given the product [Cl:15][CH:3]([CH:2]([CH3:1])[CH2:9][CH:10]([CH3:12])[CH3:11])[CH2:4][N+:5]([O-:7])=[O:6], predict the reactants needed to synthesize it. The reactants are: [CH3:1][CH:2]([CH2:9][CH:10]([CH3:12])[CH3:11])[CH:3](O)[CH2:4][N+:5]([O-:7])=[O:6].S(Cl)([Cl:15])=O.